This data is from Full USPTO retrosynthesis dataset with 1.9M reactions from patents (1976-2016). The task is: Predict the reactants needed to synthesize the given product. (1) Given the product [C:1]([C:5]1[N:10]=[CH:9][C:8]([C:11]2[N:12]([C:32]([N:34]3[CH2:39][CH2:38][CH:37]([CH2:40][C:41]([N:47]4[CH2:50][CH:49]([N:51]5[CH2:55][CH2:54][CH2:53][CH2:52]5)[CH2:48]4)=[O:42])[CH2:36][CH2:35]3)=[O:33])[C@@:13]([C:25]3[CH:30]=[CH:29][C:28]([Cl:31])=[CH:27][CH:26]=3)([CH3:24])[C@@:14]([C:17]3[CH:22]=[CH:21][C:20]([Cl:23])=[CH:19][CH:18]=3)([CH3:16])[N:15]=2)=[C:7]([O:44][CH2:45][CH3:46])[CH:6]=1)([CH3:4])([CH3:3])[CH3:2], predict the reactants needed to synthesize it. The reactants are: [C:1]([C:5]1[N:10]=[CH:9][C:8]([C:11]2[N:12]([C:32]([N:34]3[CH2:39][CH2:38][CH:37]([CH2:40][C:41](O)=[O:42])[CH2:36][CH2:35]3)=[O:33])[C@@:13]([C:25]3[CH:30]=[CH:29][C:28]([Cl:31])=[CH:27][CH:26]=3)([CH3:24])[C@@:14]([C:17]3[CH:22]=[CH:21][C:20]([Cl:23])=[CH:19][CH:18]=3)([CH3:16])[N:15]=2)=[C:7]([O:44][CH2:45][CH3:46])[CH:6]=1)([CH3:4])([CH3:3])[CH3:2].[NH:47]1[CH2:50][CH:49]([N:51]2[CH2:55][CH2:54][CH2:53][CH2:52]2)[CH2:48]1. (2) Given the product [CH3:1][O:2][C:3](=[O:8])[CH:4]([CH:9]([O:12][CH3:13])[O:10][CH3:11])[CH:5]([O:17][CH3:16])[O:6][CH3:7], predict the reactants needed to synthesize it. The reactants are: [CH3:1][O:2][C:3](=[O:8])/[CH:4]=[CH:5]/[O:6][CH3:7].[CH:9](OC)([O:12][CH3:13])[O:10][CH3:11].[C:16](=O)([O-])[O-:17].[Na+].[Na+]. (3) Given the product [CH3:26][N:27]([CH3:35])[C:28]1[CH:33]=[CH:32][C:31]([NH:34][C:2]2[C:3]3[NH:16][N:15]=[CH:14][C:4]=3[N:5]=[C:6]([C:8]3[CH:9]=[CH:10][CH:11]=[CH:12][CH:13]=3)[N:7]=2)=[CH:30][CH:29]=1, predict the reactants needed to synthesize it. The reactants are: Cl[C:2]1[C:3]2[C:4](=[CH:14][N:15](CC3C=CC(OC)=CC=3)[N:16]=2)[N:5]=[C:6]([C:8]2[CH:13]=[CH:12][CH:11]=[CH:10][CH:9]=2)[N:7]=1.[CH3:26][N:27]([CH3:35])[C:28]1[CH:33]=[CH:32][C:31]([NH2:34])=[CH:30][CH:29]=1.Cl. (4) Given the product [F:17][C:18]1[CH:19]=[C:20]([CH2:25][C:26]([NH:28][C@H:29]([C:31]([NH:1][C@H:2]2[CH2:8][CH2:7][CH2:6][C@@H:5]([C:9]3[CH:14]=[CH:13][CH:12]=[CH:11][CH:10]=3)[N:4]([CH3:15])[C:3]2=[O:16])=[O:32])[CH3:30])=[O:27])[CH:21]=[C:22]([F:24])[CH:23]=1, predict the reactants needed to synthesize it. The reactants are: [NH2:1][C@H:2]1[CH2:8][CH2:7][CH2:6][C@@H:5]([C:9]2[CH:14]=[CH:13][CH:12]=[CH:11][CH:10]=2)[N:4]([CH3:15])[C:3]1=[O:16].[F:17][C:18]1[CH:19]=[C:20]([CH2:25][C:26]([NH:28][C@H:29]([C:31](O)=[O:32])[CH3:30])=[O:27])[CH:21]=[C:22]([F:24])[CH:23]=1.CCN=C=NCCCN(C)C.Cl.CN1CCOCC1. (5) Given the product [OH:37][C@@H:32]1[CH2:33][N:34]([CH2:6][CH2:5][C@H:4]([N:8]2[C:14](=[O:15])[CH2:13][CH2:12][N:11]([C:16]3[CH:21]=[CH:20][CH:19]=[C:18]([C:22]([F:24])([F:23])[F:25])[CH:17]=3)[CH2:10][CH2:9]2)[C:3]([N:2]([CH3:1])[CH3:27])=[O:26])[CH2:35][CH2:36][C:31]21[CH2:30][CH2:29]2, predict the reactants needed to synthesize it. The reactants are: [CH3:1][N:2]([CH3:27])[C:3](=[O:26])[C@@H:4]([N:8]1[C:14](=[O:15])[CH2:13][CH2:12][N:11]([C:16]2[CH:21]=[CH:20][CH:19]=[C:18]([C:22]([F:25])([F:24])[F:23])[CH:17]=2)[CH2:10][CH2:9]1)[CH2:5][CH:6]=O.Cl.[CH2:29]1[C:31]2([CH2:36][CH2:35][NH:34][CH2:33][C@H:32]2[OH:37])[CH2:30]1. (6) Given the product [CH2:17]([N:12]1[CH:13]=[C:9]([B:4]2[O:5][C:6]([CH3:7])([CH3:8])[C:2]([CH3:14])([CH3:1])[O:3]2)[CH:10]=[N:11]1)[C:18]1[CH:23]=[CH:22][CH:21]=[CH:20][CH:19]=1, predict the reactants needed to synthesize it. The reactants are: [CH3:1][C:2]1([CH3:14])[C:6]([CH3:8])([CH3:7])[O:5][B:4]([C:9]2[CH:10]=[N:11][NH:12][CH:13]=2)[O:3]1.[H-].[Na+].[CH2:17](Br)[C:18]1[CH:23]=[CH:22][CH:21]=[CH:20][CH:19]=1.